This data is from NCI-60 drug combinations with 297,098 pairs across 59 cell lines. The task is: Regression. Given two drug SMILES strings and cell line genomic features, predict the synergy score measuring deviation from expected non-interaction effect. Drug 2: C1CCC(C(C1)N)N.C(=O)(C(=O)[O-])[O-].[Pt+4]. Synergy scores: CSS=2.30, Synergy_ZIP=-7.67, Synergy_Bliss=-15.2, Synergy_Loewe=-19.9, Synergy_HSA=-11.1. Cell line: M14. Drug 1: C1CC(=O)NC(=O)C1N2C(=O)C3=CC=CC=C3C2=O.